Predict the product of the given reaction. From a dataset of Forward reaction prediction with 1.9M reactions from USPTO patents (1976-2016). Given the reactants C[Si]([N-][Si](C)(C)C)(C)C.[Li+].[C:11]([O:16][CH2:17][CH3:18])(=[O:15])[CH:12]([CH3:14])[CH3:13].Cl[CH2:20][C:21]1[CH:30]=[CH:29][C:28]2[C:23](=[CH:24][CH:25]=[CH:26][CH:27]=2)[CH:22]=1, predict the reaction product. The product is: [CH3:13][C:12]([CH3:14])([CH2:20][C:21]1[CH:30]=[CH:29][C:28]2[C:23](=[CH:24][CH:25]=[CH:26][CH:27]=2)[CH:22]=1)[C:11]([O:16][CH2:17][CH3:18])=[O:15].